From a dataset of Peptide-MHC class I binding affinity with 185,985 pairs from IEDB/IMGT. Regression. Given a peptide amino acid sequence and an MHC pseudo amino acid sequence, predict their binding affinity value. This is MHC class I binding data. (1) The peptide sequence is EFFGWAEGY. The MHC is HLA-B15:17 with pseudo-sequence HLA-B15:17. The binding affinity (normalized) is 0.0847. (2) The peptide sequence is VLYHRYNLV. The MHC is HLA-C06:02 with pseudo-sequence HLA-C06:02. The binding affinity (normalized) is 0.382. (3) The peptide sequence is HTQGYFPDWQ. The MHC is HLA-B07:02 with pseudo-sequence HLA-B07:02. The binding affinity (normalized) is 0.00581. (4) The peptide sequence is FRYKSRCYV. The MHC is HLA-B58:01 with pseudo-sequence HLA-B58:01. The binding affinity (normalized) is 0.0847. (5) The peptide sequence is RRLQLIMPA. The binding affinity (normalized) is 0.304. The MHC is Patr-A0401 with pseudo-sequence Patr-A0401. (6) The peptide sequence is STLNFNNLH. The MHC is HLA-A68:02 with pseudo-sequence HLA-A68:02. The binding affinity (normalized) is 0.179.